Predict the product of the given reaction. From a dataset of Forward reaction prediction with 1.9M reactions from USPTO patents (1976-2016). (1) The product is: [C:29]([O:28][C:26]([NH:25][C@@H:10]([CH2:11][CH2:12][C:13]1[N:14]=[N:15][NH:16][N:17]=1)[C:9]([OH:33])=[O:8])=[O:27])([CH3:32])([CH3:30])[CH3:31]. Given the reactants C([O:8][C:9](=[O:33])[C@@H:10]([NH:25][C:26]([O:28][C:29]([CH3:32])([CH3:31])[CH3:30])=[O:27])[CH2:11][CH2:12][C:13]1[N:14](CC2C=CC=CC=2)[NH:15][NH:16][N:17]=1)C1C=CC=CC=1, predict the reaction product. (2) Given the reactants Cl.[Br:2][C:3]1[CH:4]=[CH:5][C:6]([O:13][CH:14]2[CH2:18][CH2:17][CH2:16][CH2:15]2)=[C:7]([NH:9]C(=O)C)[CH:8]=1.[OH-].[Na+], predict the reaction product. The product is: [Br:2][C:3]1[CH:4]=[CH:5][C:6]([O:13][CH:14]2[CH2:18][CH2:17][CH2:16][CH2:15]2)=[C:7]([CH:8]=1)[NH2:9]. (3) Given the reactants [OH:1][C:2]1[CH:3]=[C:4]([CH2:12][C:13]([OH:15])=O)[CH:5]=[C:6]([C:8]([F:11])([F:10])[F:9])[CH:7]=1.IC.[C:18](=O)([O-])[O-].[K+].[K+].CN([CH:27]=[O:28])C, predict the reaction product. The product is: [CH3:18][O:1][C:2]1[CH:3]=[C:4]([CH2:12][C:13]([O:28][CH3:27])=[O:15])[CH:5]=[C:6]([C:8]([F:11])([F:10])[F:9])[CH:7]=1.